Dataset: Full USPTO retrosynthesis dataset with 1.9M reactions from patents (1976-2016). Task: Predict the reactants needed to synthesize the given product. (1) Given the product [C:1]([C:5]1[CH:10]=[CH:9][C:8]([S:11]([N:14]([C:15]2[CH:16]=[C:17]3[C:22](=[CH:23][CH:24]=2)[N:21]=[CH:20][CH:19]=[CH:18]3)[CH2:25][C:26]([N:31]([CH2:29][CH3:30])[CH2:32][C:33]2[S:34][CH:35]=[CH:36][N:37]=2)=[O:27])(=[O:12])=[O:13])=[CH:7][CH:6]=1)([CH3:3])([CH3:2])[CH3:4], predict the reactants needed to synthesize it. The reactants are: [C:1]([C:5]1[CH:10]=[CH:9][C:8]([S:11]([N:14]([CH2:25][C:26](O)=[O:27])[C:15]2[CH:16]=[C:17]3[C:22](=[CH:23][CH:24]=2)[N:21]=[CH:20][CH:19]=[CH:18]3)(=[O:13])=[O:12])=[CH:7][CH:6]=1)([CH3:4])([CH3:3])[CH3:2].[CH2:29]([NH:31][CH2:32][C:33]1[S:34][CH:35]=[CH:36][N:37]=1)[CH3:30]. (2) Given the product [C:77]([O:76][C:74]([N:81]1[CH2:86][CH2:85][N:84]([C:2]2[CH:3]=[C:4]([CH2:41][O:42][C:43]3[C:44]([O:72][CH3:73])=[CH:45][C:46]4[C:52](=[O:53])[N:51]5[CH2:54][CH2:55][CH2:56][C@H:50]5[C@H:49]([O:57][CH:58]5[CH2:63][CH2:62][CH2:61][CH2:60][O:59]5)[N:48]([C:64]([O:66][C:67]([CH3:70])([CH3:69])[CH3:68])=[O:65])[C:47]=4[CH:71]=3)[CH:5]=[C:6]([CH2:8][O:9][C:10]3[C:11]([O:39][CH3:40])=[CH:12][C:13]4[C:19](=[O:20])[N:18]5[CH2:21][CH2:22][CH2:23][C@H:17]5[C@H:16]([O:24][CH:25]5[CH2:30][CH2:29][CH2:28][CH2:27][O:26]5)[N:15]([C:31]([O:33][C:34]([CH3:37])([CH3:36])[CH3:35])=[O:32])[C:14]=4[CH:38]=3)[CH:7]=2)[CH2:83][CH2:82]1)=[O:75])([CH3:80])([CH3:78])[CH3:79], predict the reactants needed to synthesize it. The reactants are: Cl[C:2]1[CH:3]=[C:4]([CH2:41][O:42][C:43]2[C:44]([O:72][CH3:73])=[CH:45][C:46]3[C:52](=[O:53])[N:51]4[CH2:54][CH2:55][CH2:56][C@H:50]4[C@H:49]([O:57][CH:58]4[CH2:63][CH2:62][CH2:61][CH2:60][O:59]4)[N:48]([C:64]([O:66][C:67]([CH3:70])([CH3:69])[CH3:68])=[O:65])[C:47]=3[CH:71]=2)[CH:5]=[C:6]([CH2:8][O:9][C:10]2[C:11]([O:39][CH3:40])=[CH:12][C:13]3[C:19](=[O:20])[N:18]4[CH2:21][CH2:22][CH2:23][C@H:17]4[C@H:16]([O:24][CH:25]4[CH2:30][CH2:29][CH2:28][CH2:27][O:26]4)[N:15]([C:31]([O:33][C:34]([CH3:37])([CH3:36])[CH3:35])=[O:32])[C:14]=3[CH:38]=2)[CH:7]=1.[C:74]([N:81]1[CH2:86][CH2:85][NH:84][CH2:83][CH2:82]1)([O:76][C:77]([CH3:80])([CH3:79])[CH3:78])=[O:75].CC(OC1C=CC=C(OC(C)C)C=1C1C(P(C2CCCCC2)C2CCCCC2)=CC=CC=1)C. (3) Given the product [Cl:1][C:2]1[CH:3]=[C:4]2[C:9](=[CH:10][CH:11]=1)[C@:8]([CH2:17][O:18][C:19]1[CH:31]=[CH:30][C:22]([C:23]([O:25][C:26]([CH3:29])([CH3:28])[CH3:27])=[O:24])=[CH:21][C:20]=1[N+:32]([O-:34])=[O:33])([CH:12]=[O:13])[CH2:7][CH2:6][CH2:5]2, predict the reactants needed to synthesize it. The reactants are: [Cl:1][C:2]1[CH:3]=[C:4]2[C:9](=[CH:10][CH:11]=1)[C@:8]([CH2:17][O:18][C:19]1[CH:31]=[CH:30][C:22]([C:23]([O:25][C:26]([CH3:29])([CH3:28])[CH3:27])=[O:24])=[CH:21][C:20]=1[N+:32]([O-:34])=[O:33])([CH:12](OC)[O:13]C)[CH2:7][CH2:6][CH2:5]2.O=C(C=C(C)C)C. (4) Given the product [F:6][C:7]1[CH:8]=[C:9]([C:13]2[N:18]=[CH:17][C:16]([N:19]3[C:28]4[C:23](=[CH:24][C:25]([S:29]([NH:47][C:48]5[CH:52]=[CH:51][O:50][N:49]=5)(=[O:30])=[O:31])=[CH:26][CH:27]=4)[CH:22]=[CH:21][C:20]3=[O:44])=[C:15]([O:45][CH3:46])[CH:14]=2)[CH:10]=[CH:11][CH:12]=1, predict the reactants needed to synthesize it. The reactants are: C1COCC1.[F:6][C:7]1[CH:8]=[C:9]([C:13]2[N:18]=[CH:17][C:16]([N:19]3[C:28]4[C:23](=[CH:24][C:25]([S:29](OC5C(F)=C(F)C(F)=C(F)C=5F)(=[O:31])=[O:30])=[CH:26][CH:27]=4)[CH:22]=[CH:21][C:20]3=[O:44])=[C:15]([O:45][CH3:46])[CH:14]=2)[CH:10]=[CH:11][CH:12]=1.[NH2:47][C:48]1[CH:52]=[CH:51][O:50][N:49]=1.C[Si]([N-][Si](C)(C)C)(C)C.[Li+]. (5) Given the product [C:42]([C:46]1[CH:47]=[C:48]([NH:64][S:65]([CH3:68])(=[O:67])=[O:66])[C:49]([O:62][CH3:63])=[C:50]([NH:52][C:53](=[O:54])[NH:1][C:2]2[C:11]3[C:6](=[CH:7][CH:8]=[CH:9][CH:10]=3)[C:5]([O:12][C:13]3[CH:18]=[CH:17][N:16]=[C:15]([NH:19][C:20]4[CH:21]=[C:22]([CH:37]=[C:38]([C:40]#[CH:41])[CH:39]=4)[C:23]([NH:25][C@@H:26]([CH3:36])[CH2:27][O:28][CH2:29][CH2:30][O:31][CH2:32][CH2:33][O:34][CH3:35])=[O:24])[CH:14]=3)=[CH:4][CH:3]=2)[CH:51]=1)([CH3:45])([CH3:43])[CH3:44], predict the reactants needed to synthesize it. The reactants are: [NH2:1][C:2]1[C:11]2[C:6](=[CH:7][CH:8]=[CH:9][CH:10]=2)[C:5]([O:12][C:13]2[CH:18]=[CH:17][N:16]=[C:15]([NH:19][C:20]3[CH:21]=[C:22]([CH:37]=[C:38]([C:40]#[CH:41])[CH:39]=3)[C:23]([NH:25][C@@H:26]([CH3:36])[CH2:27][O:28][CH2:29][CH2:30][O:31][CH2:32][CH2:33][O:34][CH3:35])=[O:24])[CH:14]=2)=[CH:4][CH:3]=1.[C:42]([C:46]1[CH:47]=[C:48]([NH:64][S:65]([CH3:68])(=[O:67])=[O:66])[C:49]([O:62][CH3:63])=[C:50]([NH:52][C:53](=O)[O:54]C2C=CC=CC=2)[CH:51]=1)([CH3:45])([CH3:44])[CH3:43].CCN(CC)CC. (6) The reactants are: [C:1]([NH:8][O:9][CH2:10][CH2:11][OH:12])([O:3][C:4]([CH3:7])([CH3:6])[CH3:5])=[O:2].[Br:13][C:14]([CH3:19])([CH3:18])[C:15](O)=[O:16].C(N(CC)CC)C. Given the product [Br:13][C:14]([CH3:19])([CH3:18])[C:15]([O:12][CH2:11][CH2:10][O:9][NH:8][C:1]([O:3][C:4]([CH3:6])([CH3:7])[CH3:5])=[O:2])=[O:16], predict the reactants needed to synthesize it.